This data is from Full USPTO retrosynthesis dataset with 1.9M reactions from patents (1976-2016). The task is: Predict the reactants needed to synthesize the given product. (1) Given the product [Cl:3][CH2:17][C:14]1[CH:13]=[CH:12][C:11]([NH:10][CH2:9][C:8]2[CH:19]=[CH:20][C:21]([Cl:22])=[C:6]([Cl:5])[CH:7]=2)=[N:16][CH:15]=1, predict the reactants needed to synthesize it. The reactants are: S(Cl)([Cl:3])=O.[Cl:5][C:6]1[CH:7]=[C:8]([CH:19]=[CH:20][C:21]=1[Cl:22])[CH2:9][NH:10][C:11]1[N:16]=[CH:15][C:14]([CH2:17]O)=[CH:13][CH:12]=1. (2) The reactants are: C[O:2][C:3](=[O:15])[CH2:4][O:5][C:6]1[CH:11]=[CH:10][C:9]([N+:12]([O-:14])=[O:13])=[CH:8][CH:7]=1. Given the product [N+:12]([C:9]1[CH:8]=[CH:7][C:6]([O:5][CH2:4][C:3]([OH:15])=[O:2])=[CH:11][CH:10]=1)([O-:14])=[O:13], predict the reactants needed to synthesize it. (3) Given the product [CH3:19][S:20]([O:1][CH2:2][C:3]1[CH:7]=[C:6]([C:8]2[CH:9]=[CH:10][CH:11]=[CH:12][CH:13]=2)[O:5][N:4]=1)(=[O:22])=[O:21], predict the reactants needed to synthesize it. The reactants are: [OH:1][CH2:2][C:3]1[CH:7]=[C:6]([C:8]2[CH:13]=[CH:12][CH:11]=[CH:10][CH:9]=2)[O:5][N:4]=1.C(=O)(O)[O-].[Na+].[CH3:19][S:20](Cl)(=[O:22])=[O:21]. (4) Given the product [Cl:8][C:6]1[CH:5]=[C:4]([S:9]([NH:12][C:13]2[CH:21]=[CH:20][C:16]([C:17]([O:19][CH2:26][CH2:25][O:24][CH3:23])=[O:18])=[C:15]([OH:22])[CH:14]=2)(=[O:10])=[O:11])[CH:3]=[C:2]([Cl:1])[CH:7]=1, predict the reactants needed to synthesize it. The reactants are: [Cl:1][C:2]1[CH:3]=[C:4]([S:9]([NH:12][C:13]2[CH:21]=[CH:20][C:16]([C:17]([OH:19])=[O:18])=[C:15]([OH:22])[CH:14]=2)(=[O:11])=[O:10])[CH:5]=[C:6]([Cl:8])[CH:7]=1.[CH3:23][O:24][CH2:25][CH2:26]O. (5) Given the product [SH:10][CH:9]1[N:8]([CH2:7][C:6]2[CH:5]=[CH:4][C:3]([O:2][CH3:1])=[CH:30][CH:29]=2)[C:15](=[O:16])[CH:14]([SH:13])[N:17]([CH2:20][C:21]2[CH:22]=[CH:23][C:24]([O:27][CH3:28])=[CH:25][CH:26]=2)[C:18]1=[O:19], predict the reactants needed to synthesize it. The reactants are: [CH3:1][O:2][C:3]1[CH:30]=[CH:29][C:6]([CH2:7][N:8]2[C:15](=[O:16])[CH:14]3[N:17]([CH2:20][C:21]4[CH:26]=[CH:25][C:24]([O:27][CH3:28])=[CH:23][CH:22]=4)[C:18](=[O:19])[CH:9]2[S:10]SS[S:13]3)=[CH:5][CH:4]=1.[BH4-].[Na+]. (6) Given the product [CH:1]([N:4]1[CH2:9][CH2:8][CH:7]([O:10][C:11]2[CH:19]=[CH:18][C:17]3[N:16]4[CH2:20][CH2:21][N:22]([CH2:28][C:29]([N:31]5[CH2:36][CH2:35][O:34][CH2:33][CH2:32]5)=[O:30])[C:23](=[O:24])[C:15]4=[CH:14][C:13]=3[CH:12]=2)[CH2:6][CH2:5]1)([CH3:3])[CH3:2], predict the reactants needed to synthesize it. The reactants are: [CH:1]([N:4]1[CH2:9][CH2:8][CH:7]([O:10][C:11]2[CH:19]=[CH:18][C:17]3[N:16]4[CH2:20][CH2:21][NH:22][C:23](=[O:24])[C:15]4=[CH:14][C:13]=3[CH:12]=2)[CH2:6][CH2:5]1)([CH3:3])[CH3:2].[H-].[Na+].Cl[CH2:28][C:29]([N:31]1[CH2:36][CH2:35][O:34][CH2:33][CH2:32]1)=[O:30]. (7) Given the product [CH3:4][O:5][C:6]1[C:11]([CH2:12][NH2:13])=[CH:10][CH:9]=[C:8]([O:24][CH2:25][C:26]([F:29])([F:27])[F:28])[N:7]=1, predict the reactants needed to synthesize it. The reactants are: O.NN.[CH3:4][O:5][C:6]1[C:11]([CH2:12][N:13]2C(=O)C3C(=CC=CC=3)C2=O)=[CH:10][CH:9]=[C:8]([O:24][CH2:25][C:26]([F:29])([F:28])[F:27])[N:7]=1.[OH-].[Na+]. (8) Given the product [CH2:1]([O:5][C:6]1[CH:16]=[CH:15][C:9]([N:10]([CH3:14])[C:11](=[O:13])[CH2:12][C:47]2([OH:50])[CH2:48][CH2:49][N:44]([CH2:37][C:38]3[CH:43]=[CH:42][CH:41]=[CH:40][CH:39]=3)[CH2:45][CH2:46]2)=[CH:8][CH:7]=1)[CH2:2][CH2:3][CH3:4], predict the reactants needed to synthesize it. The reactants are: [CH2:1]([O:5][C:6]1[CH:16]=[CH:15][C:9]([N:10]([CH3:14])[C:11](=[O:13])[CH3:12])=[CH:8][CH:7]=1)[CH2:2][CH2:3][CH3:4].C([N-]C(C)C)(C)C.[Li+].C(NC(C)C)(C)C.C([Li])CCC.[CH2:37]([N:44]1[CH2:49][CH2:48][C:47](=[O:50])[CH2:46][CH2:45]1)[C:38]1[CH:43]=[CH:42][CH:41]=[CH:40][CH:39]=1. (9) Given the product [Br:17][C:18]1[CH:23]=[C:22]([CH2:24][N:11]([CH2:12][CH:13]([CH3:15])[CH3:14])[S:8]([C:3]2[CH:4]=[CH:5][CH:6]=[CH:7][C:2]=2[Cl:1])(=[O:9])=[O:10])[CH:21]=[N:20][CH:19]=1, predict the reactants needed to synthesize it. The reactants are: [Cl:1][C:2]1[CH:7]=[CH:6][CH:5]=[CH:4][C:3]=1[S:8]([NH:11][CH2:12][CH:13]([CH3:15])[CH3:14])(=[O:10])=[O:9].Cl.[Br:17][C:18]1[CH:19]=[N:20][CH:21]=[C:22]([CH2:24]Cl)[CH:23]=1.C(=O)([O-])[O-].[Cs+].[Cs+].